This data is from NCI-60 drug combinations with 297,098 pairs across 59 cell lines. The task is: Regression. Given two drug SMILES strings and cell line genomic features, predict the synergy score measuring deviation from expected non-interaction effect. Drug 2: CC1C(C(CC(O1)OC2CC(CC3=C2C(=C4C(=C3O)C(=O)C5=CC=CC=C5C4=O)O)(C(=O)C)O)N)O. Drug 1: C(CCl)NC(=O)N(CCCl)N=O. Synergy scores: CSS=52.4, Synergy_ZIP=-0.0734, Synergy_Bliss=0.875, Synergy_Loewe=-5.77, Synergy_HSA=2.49. Cell line: TK-10.